From a dataset of Reaction yield outcomes from USPTO patents with 853,638 reactions. Predict the reaction yield, written as a fraction of the theoretical maximum amount of product (1.0 means a 100% yield; for example, 0.34 means a 34% yield). (1) The reactants are BrC1C=CC([C@](CC=O)(C(O)CCCCCCCCCC(C)C)C([O-])=O)=CC=1.[OH:29][C@H:30]([CH2:36][CH2:37][CH2:38][CH2:39][CH2:40][CH2:41][CH2:42][CH2:43][CH2:44][CH2:45][CH2:46][CH:47]([CH3:49])[CH3:48])[CH2:31][C:32]([O:34][CH3:35])=[O:33].O[Li].O.C1CCC(NC2CCCCC2)CC1.BrC[C:68]([C:70]1[CH:75]=[CH:74][C:73]([Br:76])=[CH:72][CH:71]=1)=[O:69]. No catalyst specified. The product is [OH:29][C@H:30]([CH2:36][CH2:37][CH2:38][CH2:39][CH2:40][CH2:41][CH2:42][CH2:43][CH2:44][CH2:45][CH2:46][CH:47]([CH3:49])[CH3:48])[CH2:31][C:32]([O:34][CH2:35][C:68]([C:70]1[CH:75]=[CH:74][C:73]([Br:76])=[CH:72][CH:71]=1)=[O:69])=[O:33]. The yield is 0.900. (2) The reactants are [C:1]([O:5][C:6]([N:8]1[CH:13]([CH3:14])[CH2:12][C:11]2[NH:15][N:16]=[C:17]([C:18](O)=[O:19])[C:10]=2[CH2:9]1)=[O:7])([CH3:4])([CH3:3])[CH3:2].Cl.[CH3:22][O:23][NH:24][CH3:25].C(P1(=O)OP(CCC)(=O)OP(CCC)(=O)O1)CC.O. The catalyst is C1COCC1. The product is [CH3:22][O:23][N:24]([CH3:25])[C:18]([C:17]1[C:10]2[CH2:9][N:8]([C:6]([O:5][C:1]([CH3:3])([CH3:4])[CH3:2])=[O:7])[CH:13]([CH3:14])[CH2:12][C:11]=2[NH:15][N:16]=1)=[O:19]. The yield is 0.896. (3) The reactants are [NH2:1][C:2]1[N:3]=[C:4]2[CH:9]=[CH:8][C:7]([O:10][C:11]3[CH:12]=[C:13]([NH:17][C:18](=[O:29])[C:19]4[CH:24]=[CH:23][CH:22]=[C:21]([C:25]([F:28])([F:27])[F:26])[CH:20]=4)[CH:14]=[CH:15][CH:16]=3)=[N:6][N:5]2[CH:30]=1.[CH3:31][CH:32]([CH3:36])[C:33](O)=[O:34].Cl.CN(C)CCCN=C=NCC.ON1C2C=CC=CC=2N=N1.C(N(CC)CC)C. The catalyst is CN(C)C=O. The product is [C:33]([NH:1][C:2]1[N:3]=[C:4]2[CH:9]=[CH:8][C:7]([O:10][C:11]3[CH:12]=[C:13]([NH:17][C:18](=[O:29])[C:19]4[CH:24]=[CH:23][CH:22]=[C:21]([C:25]([F:28])([F:27])[F:26])[CH:20]=4)[CH:14]=[CH:15][CH:16]=3)=[N:6][N:5]2[CH:30]=1)(=[O:34])[CH:32]([CH3:36])[CH3:31]. The yield is 0.420. (4) The reactants are [F:1][C:2]1[CH:3]=[C:4]([B:10]([OH:12])[OH:11])[CH:5]=[C:6]([F:9])[C:7]=1[F:8].[NH:13]([CH2:17][CH2:18]O)[CH2:14][CH2:15]O. No catalyst specified. The product is [F:1][C:2]1[CH:3]=[C:4]([B:10]2[O:11][CH2:18][CH2:17][NH:13][CH2:14][CH2:15][O:12]2)[CH:5]=[C:6]([F:9])[C:7]=1[F:8]. The yield is 0.700. (5) The reactants are [C:1](#[N:5])C(C)C.[CH3:6][Si]([N-][Si](C)(C)C)(C)C.[Na+].[CH:16](=[N:18]/[S@@:19]([C:21]([CH3:24])([CH3:23])[CH3:22])=[O:20])\[CH3:17].C(O[CH2:28][CH3:29])C. The catalyst is C1COCC1. The product is [C:1]([C:28]([CH3:29])([CH3:6])[C@@H:16]([NH:18][S@@:19]([C:21]([CH3:24])([CH3:23])[CH3:22])=[O:20])[CH3:17])#[N:5]. The yield is 0.410. (6) The reactants are [Br:1][C:2]1[CH:3]=[CH:4][C:5]2[N:11]3[CH:12]=[N:13][C:14]([C:15]([O:17]CC)=[O:16])=[C:10]3[CH2:9][N:8]=[C:7]([C:20]3[CH:25]=[CH:24][CH:23]=[CH:22][CH:21]=3)[C:6]=2[CH:26]=1.[OH-].[Na+]. The catalyst is CCO. The product is [Br:1][C:2]1[CH:3]=[CH:4][C:5]2[N:11]3[CH:12]=[N:13][C:14]([C:15]([OH:17])=[O:16])=[C:10]3[CH2:9][N:8]=[C:7]([C:20]3[CH:25]=[CH:24][CH:23]=[CH:22][CH:21]=3)[C:6]=2[CH:26]=1. The yield is 0.966. (7) The reactants are [CH3:1][C:2]1[CH:7]=[C:6]([CH3:8])[NH:5][C:4](=[O:9])[C:3]=1[C:10]#[N:11].[CH3:12][C:13]([O:16][C:17](O[C:17]([O:16][C:13]([CH3:15])([CH3:14])[CH3:12])=[O:18])=[O:18])([CH3:15])[CH3:14].CCN(CC)CC.O. The catalyst is C1COCC1.CO.[Ni]. The product is [CH3:1][C:2]1[CH:7]=[C:6]([CH3:8])[NH:5][C:4](=[O:9])[C:3]=1[CH2:10][NH:11][C:17](=[O:18])[O:16][C:13]([CH3:15])([CH3:14])[CH3:12]. The yield is 0.560.